This data is from Reaction yield outcomes from USPTO patents with 853,638 reactions. The task is: Predict the reaction yield, written as a fraction of the theoretical maximum amount of product (1.0 means a 100% yield; for example, 0.34 means a 34% yield). The reactants are [Br:1][C:2]1[CH:7]=[C:6]([CH3:8])[CH:5]=[C:4]([CH2:9]Br)[CH:3]=1.[C:11]1([C:20]2[C:15](=[CH:16][CH:17]=[CH:18][CH:19]=2)[CH2:14][O:13]1)=[O:12].[K].C[N:23](C=O)C. No catalyst specified. The product is [Br:1][C:2]1[CH:3]=[C:4]([CH2:9][N:23]2[C:11](=[O:12])[C:20]3[C:15](=[CH:16][CH:17]=[CH:18][CH:19]=3)[C:14]2=[O:13])[CH:5]=[C:6]([CH3:8])[CH:7]=1. The yield is 0.670.